This data is from NCI-60 drug combinations with 297,098 pairs across 59 cell lines. The task is: Regression. Given two drug SMILES strings and cell line genomic features, predict the synergy score measuring deviation from expected non-interaction effect. (1) Drug 1: CC(C)(C#N)C1=CC(=CC(=C1)CN2C=NC=N2)C(C)(C)C#N. Drug 2: C#CCC(CC1=CN=C2C(=N1)C(=NC(=N2)N)N)C3=CC=C(C=C3)C(=O)NC(CCC(=O)O)C(=O)O. Cell line: SF-539. Synergy scores: CSS=0.586, Synergy_ZIP=2.79, Synergy_Bliss=6.05, Synergy_Loewe=-6.24, Synergy_HSA=-0.221. (2) Drug 1: CC1CCC2CC(C(=CC=CC=CC(CC(C(=O)C(C(C(=CC(C(=O)CC(OC(=O)C3CCCCN3C(=O)C(=O)C1(O2)O)C(C)CC4CCC(C(C4)OC)OCCO)C)C)O)OC)C)C)C)OC. Drug 2: COCCOC1=C(C=C2C(=C1)C(=NC=N2)NC3=CC=CC(=C3)C#C)OCCOC.Cl. Cell line: CAKI-1. Synergy scores: CSS=14.2, Synergy_ZIP=-2.66, Synergy_Bliss=2.23, Synergy_Loewe=2.88, Synergy_HSA=3.59. (3) Drug 1: C1=CC(=C2C(=C1NCCNCCO)C(=O)C3=C(C=CC(=C3C2=O)O)O)NCCNCCO. Drug 2: CC1=C2C(C(=O)C3(C(CC4C(C3C(C(C2(C)C)(CC1OC(=O)C(C(C5=CC=CC=C5)NC(=O)C6=CC=CC=C6)O)O)OC(=O)C7=CC=CC=C7)(CO4)OC(=O)C)O)C)OC(=O)C. Cell line: ACHN. Synergy scores: CSS=54.3, Synergy_ZIP=-2.21, Synergy_Bliss=-1.84, Synergy_Loewe=-3.19, Synergy_HSA=1.77. (4) Drug 1: C1CC(C1)(C(=O)O)C(=O)O.[NH2-].[NH2-].[Pt+2]. Drug 2: CC1=C2C(C(=O)C3(C(CC4C(C3C(C(C2(C)C)(CC1OC(=O)C(C(C5=CC=CC=C5)NC(=O)OC(C)(C)C)O)O)OC(=O)C6=CC=CC=C6)(CO4)OC(=O)C)O)C)O. Cell line: T-47D. Synergy scores: CSS=-0.603, Synergy_ZIP=-2.17, Synergy_Bliss=-5.19, Synergy_Loewe=-6.23, Synergy_HSA=-7.71. (5) Drug 2: CCN(CC)CCCC(C)NC1=C2C=C(C=CC2=NC3=C1C=CC(=C3)Cl)OC. Synergy scores: CSS=-0.280, Synergy_ZIP=1.47, Synergy_Bliss=2.70, Synergy_Loewe=-2.66, Synergy_HSA=-1.26. Cell line: UACC-257. Drug 1: CC1=CC=C(C=C1)C2=CC(=NN2C3=CC=C(C=C3)S(=O)(=O)N)C(F)(F)F. (6) Drug 1: C1CC(=O)NC(=O)C1N2CC3=C(C2=O)C=CC=C3N. Drug 2: CC1=C(C(=O)C2=C(C1=O)N3CC4C(C3(C2COC(=O)N)OC)N4)N. Cell line: RXF 393. Synergy scores: CSS=6.45, Synergy_ZIP=10.2, Synergy_Bliss=14.3, Synergy_Loewe=11.4, Synergy_HSA=11.4.